From a dataset of Reaction yield outcomes from USPTO patents with 853,638 reactions. Predict the reaction yield, written as a fraction of the theoretical maximum amount of product (1.0 means a 100% yield; for example, 0.34 means a 34% yield). (1) The reactants are [C:1](Cl)(=O)C.[CH3:5][C:6]1[CH:7]=[C:8]([CH2:15][C:16]([OH:18])=[O:17])[CH:9]=[CH:10][C:11]=1[N+:12]([O-:14])=[O:13]. The catalyst is CO. The product is [CH3:5][C:6]1[CH:7]=[C:8]([CH2:15][C:16]([O:18][CH3:1])=[O:17])[CH:9]=[CH:10][C:11]=1[N+:12]([O-:14])=[O:13]. The yield is 0.930. (2) The reactants are [Br:1][C:2]1[CH:3]=[C:4]2[C:9](=[CH:10][CH:11]=1)[CH:8]1[CH2:12][CH:6]([CH2:7]1)[C:5]2=[N:13]O.S(Cl)(Cl)=[O:16]. The catalyst is O1CCOCC1. The product is [Br:1][C:2]1[CH:3]=[C:4]2[C:9]([CH:8]3[CH2:12][CH:6]([NH:13][C:5]2=[O:16])[CH2:7]3)=[CH:10][CH:11]=1. The yield is 0.740. (3) The reactants are C(N(CC)CC)C.[N:8]1([CH2:14][C:15]2[CH:20]=[CH:19][C:18]([NH2:21])=[CH:17][CH:16]=2)[CH2:13][CH2:12][O:11][CH2:10][CH2:9]1.[C:22](Cl)(Cl)=[S:23].[OH-].[Na+]. The catalyst is O1CCCC1. The product is [N:21]([C:18]1[CH:19]=[CH:20][C:15]([CH2:14][N:8]2[CH2:13][CH2:12][O:11][CH2:10][CH2:9]2)=[CH:16][CH:17]=1)=[C:22]=[S:23]. The yield is 0.910. (4) The reactants are [Cl:1][C:2]1[CH:3]=[CH:4][C:5]([C:24](OC)=[O:25])=[C:6]2[C:10]=1[N:9]=[C:8]1[N:11]([C:15]3[C:16]([CH3:23])=[N:17][C:18]([O:21][CH3:22])=[CH:19][CH:20]=3)[CH2:12][CH2:13][CH2:14][N:7]21.[BH4-].[Li+]. The catalyst is O1CCCC1. The product is [Cl:1][C:2]1[C:10]2[N:9]=[C:8]3[N:11]([C:15]4[C:16]([CH3:23])=[N:17][C:18]([O:21][CH3:22])=[CH:19][CH:20]=4)[CH2:12][CH2:13][CH2:14][N:7]3[C:6]=2[C:5]([CH2:24][OH:25])=[CH:4][CH:3]=1. The yield is 0.990.